Dataset: Full USPTO retrosynthesis dataset with 1.9M reactions from patents (1976-2016). Task: Predict the reactants needed to synthesize the given product. (1) Given the product [N:1]1([C:10](=[O:11])[CH2:9][C:8](=[O:12])[CH3:7])[CH2:6][CH2:5][CH2:4][CH2:3][CH2:2]1, predict the reactants needed to synthesize it. The reactants are: [NH:1]1[CH2:6][CH2:5][CH2:4][CH2:3][CH2:2]1.[CH2:7]=[C:8]1[O:12][C:10](=[O:11])[CH2:9]1. (2) Given the product [C:27]1([N:33]2[CH:41]=[C:40]3[C:35]([CH:36]=[C:37]([C:42]4[CH:43]=[C:44]([CH:52]5[CH2:57][CH2:56][CH2:55][NH:54][CH2:53]5)[N:45]5[C:50]=4[C:49]([NH2:51])=[N:48][CH:47]=[N:46]5)[CH:38]=[CH:39]3)=[N:34]2)[CH:28]=[CH:29][CH:30]=[CH:31][CH:32]=1, predict the reactants needed to synthesize it. The reactants are: C(N1C=C2C(C=C(B3OC(C)(C)C(C)(C)O3)C=C2)=N1)C1C=CC=CC=1.Cl.[C:27]1([N:33]2[CH:41]=[C:40]3[C:35]([CH:36]=[C:37]([C:42]4[CH:43]=[C:44]([CH:52]5[CH2:57][CH2:56][CH2:55][NH:54][CH2:53]5)[N:45]5[C:50]=4[C:49]([NH2:51])=[N:48][CH:47]=[N:46]5)[CH:38]=[CH:39]3)=[N:34]2)[CH:32]=[CH:31][CH:30]=[CH:29][CH:28]=1. (3) Given the product [Cl:42][C:26]1[CH:27]=[C:28]([N:31]2[C:35]3=[N:36][CH:37]=[C:38]([C:40]#[N:41])[CH:39]=[C:34]3[CH:33]=[CH:32]2)[CH:29]=[CH:30][C:25]=1[O:24][C@H:6]1[O:7][C@H:8]([CH2:19][OH:20])[C@@H:9]([OH:15])[C@H:10]([OH:11])[C@@H:5]1[OH:4], predict the reactants needed to synthesize it. The reactants are: C([O:4][C@H:5]1[C@@H:10]([O:11]C(=O)C)[C@H:9]([O:15]C(=O)C)[C@@H:8]([CH2:19][O:20]C(=O)C)[O:7][C@@H:6]1[O:24][C:25]1[CH:30]=[CH:29][C:28]([N:31]2[C:35]3=[N:36][CH:37]=[C:38]([C:40]#[N:41])[CH:39]=[C:34]3[CH:33]=[CH:32]2)=[CH:27][C:26]=1[Cl:42])(=O)C. (4) Given the product [Cl:40][C:2]1[CH:11]=[CH:10][C:9]2[C:4](=[CH:5][CH:6]=[C:7]([S:12][C:13]3[CH:14]=[C:15]([C:19]4([C:25]#[N:26])[CH2:24][CH2:23][O:22][CH2:21][CH2:20]4)[CH:16]=[CH:17][CH:18]=3)[CH:8]=2)[N:3]=1, predict the reactants needed to synthesize it. The reactants are: O=[C:2]1[CH:11]=[CH:10][C:9]2[C:4](=[CH:5][CH:6]=[C:7]([S:12][C:13]3[CH:14]=[C:15]([C:19]4([C:25]#[N:26])[CH2:24][CH2:23][O:22][CH2:21][CH2:20]4)[CH:16]=[CH:17][CH:18]=3)[CH:8]=2)[NH:3]1.CCOC(C)=O.C([O-])(O)=O.[Na+].P(Cl)(Cl)([Cl:40])=O. (5) Given the product [F:35][C:23]1[CH:24]=[C:25]([N:28]2[CH:33]=[CH:32][CH:31]=[CH:30][C:29]2=[O:34])[CH:26]=[CH:27][C:22]=1[NH:21][C:3]([C@H:5]1[CH2:6][C@H:7]([NH:12][C:13]([C:15]2[S:16][C:17]([Cl:20])=[CH:18][CH:19]=2)=[O:14])[C@@H:8]([O:10][CH3:11])[CH2:9]1)=[O:4], predict the reactants needed to synthesize it. The reactants are: CO[C:3]([C@@H:5]1[CH2:9][C@H:8]([O:10][CH3:11])[C@@H:7]([NH:12][C:13]([C:15]2[S:16][C:17]([Cl:20])=[CH:18][CH:19]=2)=[O:14])[CH2:6]1)=[O:4].[NH2:21][C:22]1[CH:27]=[CH:26][C:25]([N:28]2[CH:33]=[CH:32][CH:31]=[CH:30][C:29]2=[O:34])=[CH:24][C:23]=1[F:35]. (6) Given the product [NH2:1][C:4]1[CH:5]=[CH:6][C:7]([CH2:10][CH2:11][NH:12][CH2:13][C:14]2[CH:15]=[CH:16][CH:17]=[CH:18][CH:19]=2)=[CH:8][CH:9]=1, predict the reactants needed to synthesize it. The reactants are: [N+:1]([C:4]1[CH:9]=[CH:8][C:7]([CH2:10][CH2:11][NH:12][CH2:13][C:14]2[CH:19]=[CH:18][CH:17]=[CH:16][CH:15]=2)=[CH:6][CH:5]=1)([O-])=O.